From a dataset of Forward reaction prediction with 1.9M reactions from USPTO patents (1976-2016). Predict the product of the given reaction. Given the reactants [C:1]([O:4][CH2:5][C:6]1[C:11](I)=[CH:10][CH:9]=[C:8]([NH:13][C:14]([O:16][C:17]([CH3:20])([CH3:19])[CH3:18])=[O:15])[C:7]=1[CH3:21])(=[O:3])[CH3:2].O1CCCC1.C(N(CC)CC)C.[C:34]([O:42][C:43]([C:45]([O:47][CH3:48])=[O:46])=[CH2:44])(=[O:41])[C:35]1[CH:40]=[CH:39][CH:38]=[CH:37][CH:36]=1, predict the reaction product. The product is: [C:34]([O:42]/[C:43](/[C:45]([O:47][CH3:48])=[O:46])=[CH:44]\[C:11]1[CH:10]=[CH:9][C:8]([NH:13][C:14]([O:16][C:17]([CH3:20])([CH3:19])[CH3:18])=[O:15])=[C:7]([CH3:21])[C:6]=1[CH2:5][O:4][C:1](=[O:3])[CH3:2])(=[O:41])[C:35]1[CH:40]=[CH:39][CH:38]=[CH:37][CH:36]=1.